From a dataset of Forward reaction prediction with 1.9M reactions from USPTO patents (1976-2016). Predict the product of the given reaction. (1) Given the reactants Cl[C:2]1[N:11]=[CH:10][C:9]2[C:4](=[C:5]([CH3:12])[CH:6]=[CH:7][CH:8]=2)[N:3]=1.[NH2:13][C:14]1[CH:22]=[C:21]2[C:17]([CH:18]=[N:19][NH:20]2)=[CH:16][CH:15]=1.Cl, predict the reaction product. The product is: [NH:20]1[C:21]2[C:17](=[CH:16][CH:15]=[C:14]([NH:13][C:2]3[N:11]=[CH:10][C:9]4[C:4](=[C:5]([CH3:12])[CH:6]=[CH:7][CH:8]=4)[N:3]=3)[CH:22]=2)[CH:18]=[N:19]1. (2) Given the reactants C1(P(C2C=CC=CC=2)C2C=CC=CC=2)C=CC=CC=1.[N:20]([CH2:23][C:24]1[CH:29]=[CH:28][C:27]([C:30]2([C:33]([F:36])([F:35])[F:34])[N:32]=[N:31]2)=[CH:26][CH:25]=1)=[N+]=[N-], predict the reaction product. The product is: [F:36][C:33]([F:34])([F:35])[C:30]1([C:27]2[CH:26]=[CH:25][C:24]([CH2:23][NH2:20])=[CH:29][CH:28]=2)[N:31]=[N:32]1. (3) The product is: [CH2:26]([O:28][C:29](=[O:49])[CH2:30][C:31]1([C:34]2[CH:39]=[CH:38][C:37]([C:2]3[CH:7]=[CH:6][C:5]([C:8]4[O:12][N:11]=[C:10]([CH3:13])[C:9]=4[CH:14]([OH:25])[CH2:15][CH2:16]/[CH:17]=[CH:18]/[C:19]4[CH:24]=[CH:23][CH:22]=[CH:21][CH:20]=4)=[CH:4][CH:3]=3)=[CH:36][CH:35]=2)[CH2:33][CH2:32]1)[CH3:27]. Given the reactants Br[C:2]1[CH:7]=[CH:6][C:5]([C:8]2[O:12][N:11]=[C:10]([CH3:13])[C:9]=2[CH:14]([OH:25])[CH2:15][CH2:16]/[CH:17]=[CH:18]/[C:19]2[CH:24]=[CH:23][CH:22]=[CH:21][CH:20]=2)=[CH:4][CH:3]=1.[CH2:26]([O:28][C:29](=[O:49])[CH2:30][C:31]1([C:34]2[CH:39]=[CH:38][C:37](B3OC(C)(C)C(C)(C)O3)=[CH:36][CH:35]=2)[CH2:33][CH2:32]1)[CH3:27], predict the reaction product. (4) The product is: [CH:38]1([NH:39][C:25](=[O:26])[C:24]2[CH:23]=[CH:22][C:21]([CH:13]([C:11]3[NH:12][C:8]([C:6]4[S:7][C:3]([CH2:2][OH:1])=[CH:4][N:5]=4)=[CH:9][CH:10]=3)[CH2:14][CH:15]3[CH2:16][CH2:17][O:18][CH2:19][CH2:20]3)=[CH:29][CH:28]=2)[CH2:36][CH2:37]1. Given the reactants [OH:1][CH2:2][C:3]1[S:7][C:6]([C:8]2[NH:12][C:11]([CH:13]([C:21]3[CH:29]=[CH:28][C:24]([C:25](O)=[O:26])=[CH:23][CH:22]=3)[CH2:14][CH:15]3[CH2:20][CH2:19][O:18][CH2:17][CH2:16]3)=[CH:10][CH:9]=2)=[N:5][CH:4]=1.Cl.C(N=C=N[CH2:36][CH2:37][CH2:38][N:39](C)C)C.ON1C2C=CC=CC=2N=N1.CN1CCOCC1.C1(N)CC1, predict the reaction product.